Task: Predict the product of the given reaction.. Dataset: Forward reaction prediction with 1.9M reactions from USPTO patents (1976-2016) (1) Given the reactants [C:1]([C:4]1[CH:15]=[CH:14][CH:13]=[CH:12][C:5]=1[N:6]([CH3:11])[C:7](=[O:10])[CH2:8]Br)(=[O:3])[CH3:2].[N-:16]=[N+:17]=[N-:18].[Na+], predict the reaction product. The product is: [C:1]([C:4]1[CH:15]=[CH:14][CH:13]=[CH:12][C:5]=1[N:6]([CH3:11])[C:7](=[O:10])[CH2:8][N:16]=[N+:17]=[N-:18])(=[O:3])[CH3:2]. (2) Given the reactants N[C:2]1[CH:3]=[C:4]([Br:8])[CH:5]=[N:6][CH:7]=1.N(OCCC(C)C)=O.[CH3:17][CH:18]([OH:20])[CH3:19], predict the reaction product. The product is: [Br:8][C:4]1[CH:3]=[C:2]([O:20][CH:18]([CH3:19])[CH3:17])[CH:7]=[N:6][CH:5]=1. (3) Given the reactants [C:1]([C:3]1[CH:8]=[CH:7][C:6]([C@@H:9]2[C:14]([C:15]([OH:17])=O)=[C:13]([CH3:18])[N:12]([C:19]3[CH:24]=[CH:23][CH:22]=[C:21]([C:25]([F:28])([F:27])[F:26])[CH:20]=3)[C:11](=[O:29])[NH:10]2)=[C:5]([N+:30]([O-:32])=[O:31])[CH:4]=1)#[N:2].CC[N:35](C(C)C)C(C)C.C1CN([P+](ON2N=NC3C=CC=CC2=3)(N2CCCC2)N2CCCC2)CC1.F[P-](F)(F)(F)(F)F.N, predict the reaction product. The product is: [C:1]([C:3]1[CH:8]=[CH:7][C:6]([C@@H:9]2[C:14]([C:15]([NH2:35])=[O:17])=[C:13]([CH3:18])[N:12]([C:19]3[CH:24]=[CH:23][CH:22]=[C:21]([C:25]([F:28])([F:26])[F:27])[CH:20]=3)[C:11](=[O:29])[NH:10]2)=[C:5]([N+:30]([O-:32])=[O:31])[CH:4]=1)#[N:2]. (4) Given the reactants [CH2:1]([O:3][C:4]([CH:6](C(OCC)=O)[C:7]1[C:16]2[C:11](=[CH:12][CH:13]=[CH:14][CH:15]=2)[N:10]=[CH:9][CH:8]=1)=[O:5])[CH3:2].[Na+].[Cl-].O, predict the reaction product. The product is: [CH2:1]([O:3][C:4]([CH2:6][C:7]1[C:16]2[C:11](=[CH:12][CH:13]=[CH:14][CH:15]=2)[N:10]=[CH:9][CH:8]=1)=[O:5])[CH3:2]. (5) Given the reactants [NH2:1][C:2]([C:14]1[CH:19]=[C:18]([Br:20])[CH:17]=[CH:16][C:15]=1[F:21])([CH3:13])[C:3]([C:6]1([OH:12])[CH2:11][CH2:10][O:9][CH2:8][CH2:7]1)([F:5])[F:4].Br[C:23]#[N:24], predict the reaction product. The product is: [Br:20][C:18]1[CH:17]=[CH:16][C:15]([F:21])=[C:14]([C:2]2([CH3:13])[C:3]([F:5])([F:4])[C:6]3([CH2:7][CH2:8][O:9][CH2:10][CH2:11]3)[O:12][C:23]([NH2:24])=[N:1]2)[CH:19]=1.